Dataset: Full USPTO retrosynthesis dataset with 1.9M reactions from patents (1976-2016). Task: Predict the reactants needed to synthesize the given product. The reactants are: [NH2:1][CH2:2][C:3]1[CH:8]=[CH:7][N:6]=[CH:5][CH:4]=1.[Br:9][CH2:10][CH2:11][CH2:12][CH2:13][C:14]1([C:27](Cl)=[O:28])[C:26]2[CH:25]=[CH:24][CH:23]=[CH:22][C:21]=2[C:20]2[C:15]1=[CH:16][CH:17]=[CH:18][CH:19]=2. Given the product [N:6]1[CH:7]=[CH:8][C:3]([CH2:2][NH:1][C:27]([C:14]2([CH2:13][CH2:12][CH2:11][CH2:10][Br:9])[C:26]3[CH:25]=[CH:24][CH:23]=[CH:22][C:21]=3[C:20]3[C:15]2=[CH:16][CH:17]=[CH:18][CH:19]=3)=[O:28])=[CH:4][CH:5]=1, predict the reactants needed to synthesize it.